Task: Binary Classification. Given a drug SMILES string, predict its activity (active/inactive) in a high-throughput screening assay against a specified biological target.. Dataset: Choline transporter screen with 302,306 compounds (1) The compound is s1c(NC(=O)C2OCCC2)nc2c1cccc2C. The result is 0 (inactive). (2) The drug is Cl\C(Cl)=C(/Sc1ccc(cc1)C)C(/[N+]([O-])=O)=C1\NCCCN1. The result is 0 (inactive). (3) The compound is S(c1nc2c(c(Oc3ccc(F)cc3)n1)cccc2)C. The result is 0 (inactive).